This data is from HIV replication inhibition screening data with 41,000+ compounds from the AIDS Antiviral Screen. The task is: Binary Classification. Given a drug SMILES string, predict its activity (active/inactive) in a high-throughput screening assay against a specified biological target. (1) The drug is CCOC(=O)NC(NC1=NCCS1)(C(=O)OCC)C(F)(F)F. The result is 0 (inactive). (2) The molecule is CC(=O)Nc1ccccc1S(=O)(=O)c1ccccc1. The result is 1 (active). (3) The result is 0 (inactive). The drug is Nc1ccc(S(=O)(=O)Nc2nc3ccccc3nc2N2CCCCC2)cc1. (4) The result is 0 (inactive). The compound is NS(=O)(=O)C1CCCCC1C(=O)NNC(=O)C(=O)Nc1n[nH]c(=S)[nH]1. (5) The drug is COC(=O)C(Cc1cc(OC)c(OC)c(OC)c1)C(=O)OC. The result is 0 (inactive). (6) The molecule is CCN(CC)CC(O)CNc1c2ccc([N+](=O)[O-])cc2nc2cc(OC)c(OC)cc12. The result is 0 (inactive). (7) The molecule is Cn1c(=O)c2ncnnc2n(C)c1=O. The result is 0 (inactive).